The task is: Predict which catalyst facilitates the given reaction.. This data is from Catalyst prediction with 721,799 reactions and 888 catalyst types from USPTO. (1) The catalyst class is: 12. Product: [C:2]1([C:8]2[N:9]=[C:10]([CH2:13][NH2:14])[S:11][CH:12]=2)[CH:3]=[CH:4][CH:5]=[CH:6][CH:7]=1. Reactant: Cl.[C:2]1([C:8]2[N:9]=[C:10]([CH2:13][NH:14]C(=O)C3C=CC=CC=3)[S:11][CH:12]=2)[CH:7]=[CH:6][CH:5]=[CH:4][CH:3]=1.C(Cl)(Cl)Cl.CO. (2) Reactant: [NH:1]1[C:5]2[CH:6]=[CH:7][CH:8]=[CH:9][C:4]=2[N:3]=[C:2]1[CH2:10][N:11]([CH2:22][C:23]1[CH:28]=[CH:27][CH:26]=[CH:25][C:24]=1[CH2:29][NH2:30])[CH:12]1[C:21]2[N:20]=[CH:19][CH:18]=[CH:17][C:16]=2[CH2:15][CH2:14][CH2:13]1.C(OC([NH:38][C:39](N1C=CC=N1)=[N:40]C(OC(C)(C)C)=O)=O)(C)(C)C.C(=O)([O-])[O-].[K+].[K+]. The catalyst class is: 598. Product: [NH:1]1[C:5]2[CH:6]=[CH:7][CH:8]=[CH:9][C:4]=2[N:3]=[C:2]1[CH2:10][N:11]([CH2:22][C:23]1[CH:28]=[CH:27][CH:26]=[CH:25][C:24]=1[CH2:29][NH:30][C:39]([NH2:40])=[NH:38])[CH:12]1[C:21]2[N:20]=[CH:19][CH:18]=[CH:17][C:16]=2[CH2:15][CH2:14][CH2:13]1. (3) Reactant: [CH2:1]([C:9]1[CH:14]=[CH:13][C:12]([C:15]2[CH:19]=[CH:18][S:17][C:16]=2[CH:20]=[CH:21][C:22]2[CH:40]=[CH:39][C:25]([N:26]([C:33]3[CH:38]=[CH:37][CH:36]=[CH:35][CH:34]=3)[C:27]3[CH:32]=[CH:31][CH:30]=[CH:29][CH:28]=3)=[CH:24][CH:23]=2)=[CH:11][CH:10]=1)[CH2:2][CH2:3][CH2:4][CH2:5][CH2:6][CH2:7][CH3:8].[Br:41]N1C(=O)CCC1=O.Cl. Product: [Br:41][C:18]1[S:17][C:16]([CH:20]=[CH:21][C:22]2[CH:23]=[CH:24][C:25]([N:26]([C:27]3[CH:28]=[CH:29][CH:30]=[CH:31][CH:32]=3)[C:33]3[CH:38]=[CH:37][CH:36]=[CH:35][CH:34]=3)=[CH:39][CH:40]=2)=[C:15]([C:12]2[CH:13]=[CH:14][C:9]([CH2:1][CH2:2][CH2:3][CH2:4][CH2:5][CH2:6][CH2:7][CH3:8])=[CH:10][CH:11]=2)[CH:19]=1. The catalyst class is: 3. (4) Reactant: [NH2:1][C:2]([NH:4][C:5]1[C:6]([C:18]([NH2:20])=[O:19])=[N:7][N:8]([C:10]2[CH:15]=[CH:14][C:13](I)=[C:12]([CH3:17])[CH:11]=2)[CH:9]=1)=[O:3].[OH:21][C:22]1[CH:27]=[CH:26][C:25](B(O)O)=[CH:24][CH:23]=1.C(=O)([O-])[O-].[Cs+].[Cs+]. Product: [OH:21][C:22]1[CH:27]=[CH:26][C:25]([C:13]2[CH:14]=[CH:15][C:10]([N:8]3[CH:9]=[C:5]([NH:4][C:2]([NH2:1])=[O:3])[C:6]([C:18]([NH2:20])=[O:19])=[N:7]3)=[CH:11][C:12]=2[CH3:17])=[CH:24][CH:23]=1. The catalyst class is: 339. (5) Reactant: Cl[C:2]1[N:7]=[C:6]([O:8][C:9]2[CH:35]=[CH:34][CH:33]=[CH:32][C:10]=2[CH2:11][NH:12][C:13]([NH:15][C:16]2[N:20]([C:21]3[CH:26]=[CH:25][C:24]([CH3:27])=[CH:23][CH:22]=3)[N:19]=[C:18]([C:28]([CH3:31])([CH3:30])[CH3:29])[CH:17]=2)=[O:14])[CH:5]=[CH:4][N:3]=1.[CH2:36]([NH2:40])[CH2:37][CH2:38][CH3:39].C(=O)([O-])[O-].[Na+].[Na+]. Product: [CH2:36]([NH:40][C:2]1[N:7]=[C:6]([O:8][C:9]2[CH:35]=[CH:34][CH:33]=[CH:32][C:10]=2[CH2:11][NH:12][C:13]([NH:15][C:16]2[N:20]([C:21]3[CH:22]=[CH:23][C:24]([CH3:27])=[CH:25][CH:26]=3)[N:19]=[C:18]([C:28]([CH3:29])([CH3:31])[CH3:30])[CH:17]=2)=[O:14])[CH:5]=[CH:4][N:3]=1)[CH2:37][CH2:38][CH3:39]. The catalyst class is: 8. (6) Reactant: [Br:1][C:2]1[CH:11]=[C:10]([OH:12])[C:5]([C:6](OC)=[O:7])=[C:4]([F:13])[CH:3]=1. Product: [Br:1][C:2]1[CH:3]=[C:4]([F:13])[C:5]([CH2:6][OH:7])=[C:10]([OH:12])[CH:11]=1. The catalyst class is: 1. (7) Reactant: N[C:2]1[CH:7]=[C:6]([CH3:8])[CH:5]=[CH:4][C:3]=1[S:9]([NH:12][C:13]1[CH:14]=[CH:15][CH:16]=[C:17]2[C:22]=1[N:21]=[CH:20][CH:19]=[CH:18]2)(=[O:11])=[O:10].N(OC(C)(C)C)=O.CC(O)=O. Product: [CH3:8][C:6]1[CH:7]=[C:2]2[C:3]([S:9](=[O:10])(=[O:11])[NH:12][C:13]3[C:14]2=[CH:15][CH:16]=[C:17]2[C:22]=3[N:21]=[CH:20][CH:19]=[CH:18]2)=[CH:4][CH:5]=1. The catalyst class is: 1. (8) Product: [Cl:1][C:2]1[CH:7]=[C:6]([NH2:8])[CH:5]=[C:4]([CH3:11])[CH:3]=1. Reactant: [Cl:1][C:2]1[CH:7]=[C:6]([N+:8]([O-])=O)[CH:5]=[C:4]([CH3:11])[CH:3]=1.O.O.Cl[Sn]Cl. The catalyst class is: 8. (9) Reactant: [OH:1][C:2]([C:36]1[CH:41]=[CH:40][CH:39]=[CH:38][CH:37]=1)([C:30]1[CH:35]=[CH:34][CH:33]=[CH:32][CH:31]=1)[CH:3]1[CH2:8][CH2:7][N:6]([CH2:9][CH2:10][CH2:11][C:12]([C:17]2[CH:22]=[CH:21][C:20]([C:23]([CH3:29])([CH3:28])[C:24]([O:26]C)=[O:25])=[CH:19][CH:18]=2)([O:15][CH3:16])[O:13][CH3:14])[CH2:5][CH2:4]1.[OH-].[Na+].C(O)(=O)C. Product: [OH:1][C:2]([C:36]1[CH:37]=[CH:38][CH:39]=[CH:40][CH:41]=1)([C:30]1[CH:31]=[CH:32][CH:33]=[CH:34][CH:35]=1)[CH:3]1[CH2:4][CH2:5][N:6]([CH2:9][CH2:10][CH2:11][C:12]([C:17]2[CH:18]=[CH:19][C:20]([C:23]([CH3:29])([CH3:28])[C:24]([OH:26])=[O:25])=[CH:21][CH:22]=2)([O:13][CH3:14])[O:15][CH3:16])[CH2:7][CH2:8]1. The catalyst class is: 5. (10) Reactant: [CH3:1][CH2:2][O:3][C:4]([C@H:6]1[CH2:10][C@H:9]([Se]C2C=CC=CC=2)[CH2:8][N:7]1[C:18]([O:20][C:21]([CH3:24])([CH3:23])[CH3:22])=[O:19])=[O:5].N1C=CC=CC=1.OO. Product: [CH3:1][CH2:2][O:3][C:4]([C@H:6]1[CH:10]=[CH:9][CH2:8][N:7]1[C:18]([O:20][C:21]([CH3:22])([CH3:24])[CH3:23])=[O:19])=[O:5]. The catalyst class is: 4.